This data is from Forward reaction prediction with 1.9M reactions from USPTO patents (1976-2016). The task is: Predict the product of the given reaction. (1) Given the reactants [F:1][C:2]([F:53])([F:52])[C:3]1[CH:4]=[C:5]([NH:13][C:14]2[C:23]3[C:18](=[CH:19][CH:20]=[CH:21][CH:22]=3)[C:17]([C:24]3[CH:25]=[CH:26][C:27]4[N:31]=[N:30][N:29](C(C5C=CC=CC=5)(C5C=CC=CC=5)C5C=CC=CC=5)[C:28]=4[CH:51]=3)=[N:16][N:15]=2)[CH:6]=[C:7]([C:9]([F:12])([F:11])[F:10])[CH:8]=1.Cl, predict the reaction product. The product is: [NH:29]1[C:28]2[CH:51]=[C:24]([C:17]3[C:18]4[C:23](=[CH:22][CH:21]=[CH:20][CH:19]=4)[C:14]([NH:13][C:5]4[CH:4]=[C:3]([C:2]([F:1])([F:52])[F:53])[CH:8]=[C:7]([C:9]([F:11])([F:12])[F:10])[CH:6]=4)=[N:15][N:16]=3)[CH:25]=[CH:26][C:27]=2[N:31]=[N:30]1. (2) The product is: [F:26][C:18]1[C:19]([F:25])=[C:20]([O:23][CH3:24])[CH:21]=[CH:22][C:17]=1[N:16]1[C:12]([C:11]2[C:6]([NH2:5])=[N:7][CH:8]=[CH:9][CH:10]=2)=[N:13][N:14]=[N:15]1. Given the reactants C([NH:5][C:6]1[C:11]([C:12]2[N:16]([C:17]3[CH:22]=[CH:21][C:20]([O:23][CH3:24])=[C:19]([F:25])[C:18]=3[F:26])[N:15]=[N:14][N:13]=2)=[CH:10][CH:9]=[CH:8][N:7]=1)(C)(C)C.[OH-].[Na+], predict the reaction product.